Dataset: Reaction yield outcomes from USPTO patents with 853,638 reactions. Task: Predict the reaction yield, written as a fraction of the theoretical maximum amount of product (1.0 means a 100% yield; for example, 0.34 means a 34% yield). (1) The catalyst is CCOC(C)=O.C(O)(=O)C. The product is [F:32][C:2]([F:1])([F:31])[C:3]1[CH:26]=[C:25]([C:27]([F:30])([F:29])[F:28])[CH:24]=[CH:23][C:4]=1[CH2:5][O:6][C:7]1[CH:12]=[CH:11][C:10]([CH2:13][CH:14]2[S:18][C:17](=[S:19])[NH:16][C:15]2=[O:20])=[CH:9][C:8]=1[O:21][CH3:22]. The yield is 0.500. The reactants are [F:1][C:2]([F:32])([F:31])[C:3]1[CH:26]=[C:25]([C:27]([F:30])([F:29])[F:28])[CH:24]=[CH:23][C:4]=1[CH2:5][O:6][C:7]1[CH:12]=[CH:11][C:10]([CH:13]=[C:14]2[S:18][C:17](=[S:19])[NH:16][C:15]2=[O:20])=[CH:9][C:8]=1[O:21][CH3:22].COCCOC.[BH3-]C#N.[Na+].C([O-])(O)=O.[Na+]. (2) The product is [N:1]1[CH:6]=[CH:5][CH:4]=[CH:3][C:2]=1[C:7]([NH:9][C:10]1[C:11]([C:21]([NH:23][CH2:24][CH2:25][CH2:26][C:27]([O:29][CH2:30][CH3:31])=[O:28])=[O:22])=[N:12][NH:13][CH:14]=1)=[O:8]. The yield is 0.810. The reactants are [N:1]1[CH:6]=[CH:5][CH:4]=[CH:3][C:2]=1[C:7]([NH:9][C:10]1[C:11]([C:21]([NH:23][CH2:24][CH2:25][CH2:26][C:27]([O:29][CH2:30][CH3:31])=[O:28])=[O:22])=[N:12][N:13](C2CCCCO2)[CH:14]=1)=[O:8].O.C1(C)C=CC(S(O)(=O)=O)=CC=1.C(=O)([O-])O.[Na+]. The catalyst is C(O)C. (3) The reactants are [CH:1]1[C:13]2[CH:12]([CH2:14][O:15][C:16]([NH:18][C@@H:19]([CH2:27][C:28]3[CH:29]=[N:30][C:31]([Br:34])=[CH:32][CH:33]=3)[C:20]([O:22]C(C)(C)C)=[O:21])=[O:17])[C:11]3[C:6](=[CH:7][CH:8]=[CH:9][CH:10]=3)[C:5]=2[CH:4]=[CH:3][CH:2]=1.[Cl-:35].[Ca+2].[Cl-]. The catalyst is C(O)(C(F)(F)F)=O. The product is [ClH:35].[CH:10]1[C:11]2[CH:12]([CH2:14][O:15][C:16]([NH:18][CH:19]([CH2:27][C:28]3[CH:29]=[N:30][C:31]([Br:34])=[CH:32][CH:33]=3)[C:20]([OH:22])=[O:21])=[O:17])[C:13]3[C:5](=[CH:4][CH:3]=[CH:2][CH:1]=3)[C:6]=2[CH:7]=[CH:8][CH:9]=1. The yield is 0.860. (4) The reactants are [NH2:1][C@H:2]([C:4]1[N:13]([C:14]2[CH:19]=[CH:18][CH:17]=[C:16]([O:20][CH2:21][C:22]([F:25])([F:24])[F:23])[CH:15]=2)[C:12](=[O:26])[C:11]2[C:6](=[CH:7][CH:8]=[CH:9][C:10]=2[F:27])[N:5]=1)[CH3:3].Cl[C:29]1[C:30]2[C:37]([C:38]([F:41])([F:40])[F:39])=[CH:36][NH:35][C:31]=2[N:32]=[CH:33][N:34]=1.C(N(C(C)C)CC)(C)C. The catalyst is CC(O)(C)C. The product is [F:27][C:10]1[CH:9]=[CH:8][CH:7]=[C:6]2[C:11]=1[C:12](=[O:26])[N:13]([C:14]1[CH:19]=[CH:18][CH:17]=[C:16]([O:20][CH2:21][C:22]([F:23])([F:25])[F:24])[CH:15]=1)[C:4]([C@@H:2]([NH:1][C:29]1[C:30]3[C:37]([C:38]([F:41])([F:40])[F:39])=[CH:36][NH:35][C:31]=3[N:32]=[CH:33][N:34]=1)[CH3:3])=[N:5]2. The yield is 0.440. (5) The reactants are Br[C:2]1[C:11]([O:12][C:13]2[C:22]3[C:17](=[CH:18][C:19]([O:25][CH3:26])=[C:20]([O:23][CH3:24])[CH:21]=3)[N:16]=[CH:15][CH:14]=2)=[CH:10][C:9]2[C:4](=[CH:5][CH:6]=[CH:7][CH:8]=2)[N:3]=1.[N:27]1[CH:32]=[CH:31][C:30](B(O)O)=[CH:29][CH:28]=1.C(=O)([O-])[O-].[K+].[K+]. The catalyst is CN(C)C=O. The product is [CH3:24][O:23][C:20]1[CH:21]=[C:22]2[C:17](=[CH:18][C:19]=1[O:25][CH3:26])[N:16]=[CH:15][CH:14]=[C:13]2[O:12][C:11]1[C:2]([C:30]2[CH:31]=[CH:32][N:27]=[CH:28][CH:29]=2)=[N:3][C:4]2[C:9]([CH:10]=1)=[CH:8][CH:7]=[CH:6][CH:5]=2. The yield is 0.260. (6) The reactants are [CH3:1][C:2]1[CH:3]=[CH:4][C:5]([O:8][CH2:9][C:10]([F:13])([F:12])[F:11])=[N:6][CH:7]=1.ClC1C=C(C=CC=1)C(OO)=[O:19].[OH-].[Na+]. The catalyst is ClCCl. The product is [CH3:1][C:2]1[CH:3]=[CH:4][C:5]([O:8][CH2:9][C:10]([F:13])([F:11])[F:12])=[N+:6]([O-:19])[CH:7]=1. The yield is 0.240.